This data is from Reaction yield outcomes from USPTO patents with 853,638 reactions. The task is: Predict the reaction yield, written as a fraction of the theoretical maximum amount of product (1.0 means a 100% yield; for example, 0.34 means a 34% yield). (1) The reactants are [NH:1]1[CH2:6][CH2:5][O:4][CH2:3][CH2:2]1.FC(F)(F)S([C:12]1[CH:19]=[CH:18][C:15]([C:16]#[N:17])=[CH:14][CH:13]=1)(=O)=O. The catalyst is O. The product is [N:1]1([C:12]2[CH:19]=[CH:18][C:15]([C:16]#[N:17])=[CH:14][CH:13]=2)[CH2:6][CH2:5][O:4][CH2:3][CH2:2]1. The yield is 0.520. (2) The reactants are Br[C:2]1[CH:3]=[C:4]([NH:10][C:11]2[CH:16]=[CH:15][C:14]([CH:17]3[CH2:20][N:19]([CH2:21][CH3:22])[CH2:18]3)=[CH:13][N:12]=2)[C:5](=[O:9])[N:6]([CH3:8])[CH:7]=1.[C:23]([O:26][CH2:27][C:28]1[C:33](B2OC(C)(C)C(C)(C)O2)=[CH:32][C:31]([F:43])=[CH:30][C:29]=1[N:44]1[CH2:55][CH2:54][C:53]2[C:52]3[CH2:51][C:50]([CH3:57])([CH3:56])[CH2:49][C:48]=3[S:47][C:46]=2[C:45]1=[O:58])(=[O:25])[CH3:24]. The product is [C:23]([O:26][CH2:27][C:28]1[C:33]([C:2]2[CH:3]=[C:4]([NH:10][C:11]3[CH:16]=[CH:15][C:14]([CH:17]4[CH2:20][N:19]([CH2:21][CH3:22])[CH2:18]4)=[CH:13][N:12]=3)[C:5](=[O:9])[N:6]([CH3:8])[CH:7]=2)=[CH:32][C:31]([F:43])=[CH:30][C:29]=1[N:44]1[CH2:55][CH2:54][C:53]2[C:52]3[CH2:51][C:50]([CH3:57])([CH3:56])[CH2:49][C:48]=3[S:47][C:46]=2[C:45]1=[O:58])(=[O:25])[CH3:24]. No catalyst specified. The yield is 0.370. (3) The reactants are [C:1]1([O:7][CH3:8])[CH:6]=[CH:5][CH:4]=[CH:3][CH:2]=1.[C:9](O[C:9](=[O:13])[CH2:10][CH2:11][CH3:12])(=[O:13])[CH2:10][CH2:11][CH3:12].FC(F)(F)S([O-])(=O)=O.C([N+]1C=CN(C)C=1)C. No catalyst specified. The product is [CH3:8][O:7][C:1]1[CH:6]=[CH:5][C:4]([C:9](=[O:13])[CH2:10][CH2:11][CH3:12])=[CH:3][CH:2]=1. The yield is 0.570. (4) The reactants are CO[C:3]([C:5]1[CH:10]=[CH:9][N:8]=[C:7]([NH2:11])[CH:6]=1)=[O:4].[CH3:12][Li]. The catalyst is C1COCC1. The product is [NH2:11][C:7]1[CH:6]=[C:5]([C:3](=[O:4])[CH3:12])[CH:10]=[CH:9][N:8]=1. The yield is 0.200.